This data is from Full USPTO retrosynthesis dataset with 1.9M reactions from patents (1976-2016). The task is: Predict the reactants needed to synthesize the given product. (1) Given the product [NH2:8][C:9]1[CH2:10][C:11]([C:33](=[O:49])[N:34]([CH2:38][CH2:39][CH2:40][OH:41])[CH2:35][CH2:36][CH3:37])=[CH:12][C:13]2[CH:19]=[CH:18][C:17]([C:20]3[CH:25]=[CH:24][C:23]([CH2:26][C:27]([O:29][CH2:30][CH2:31][F:32])=[O:28])=[CH:22][CH:21]=3)=[CH:16][C:14]=2[N:15]=1, predict the reactants needed to synthesize it. The reactants are: C(OC([NH:8][C:9]1[CH2:10][C:11]([C:33](=[O:49])[N:34]([CH2:38][CH2:39][CH2:40][O:41][Si](C(C)(C)C)(C)C)[CH2:35][CH2:36][CH3:37])=[CH:12][C:13]2[CH:19]=[CH:18][C:17]([C:20]3[CH:25]=[CH:24][C:23]([CH2:26][C:27]([O:29][CH2:30][CH2:31][F:32])=[O:28])=[CH:22][CH:21]=3)=[CH:16][C:14]=2[N:15]=1)=O)(C)(C)C. (2) Given the product [Cl:1][C:2]1[N:7]=[C:6]([NH:8][C:14](=[O:15])[CH2:13][O:12][CH3:11])[CH:5]=[CH:4][N:3]=1, predict the reactants needed to synthesize it. The reactants are: [Cl:1][C:2]1[N:7]=[C:6]([NH2:8])[CH:5]=[CH:4][N:3]=1.[H-].[Na+].[CH3:11][O:12][CH2:13][C:14](Cl)=[O:15]. (3) The reactants are: [C:1]([C:4]12[CH2:11][CH2:10][C:7]([NH:12][CH2:13][C:14]([N:16]3[CH2:20][C@@H:19]([F:21])[CH2:18][C@H:17]3[C:22]#[N:23])=[O:15])([CH2:8][CH2:9]1)[CH2:6][CH2:5]2)([OH:3])=[O:2].[Cl:24][C:25]1[CH:32]=[CH:31][CH:30]=[C:29]([Cl:33])[C:26]=1[CH2:27]Br. Given the product [Cl:24][C:25]1[CH:32]=[CH:31][CH:30]=[C:29]([Cl:33])[C:26]=1[CH2:27][O:2][C:1]([C:4]12[CH2:11][CH2:10][C:7]([NH:12][CH2:13][C:14]([N:16]3[CH2:20][C@@H:19]([F:21])[CH2:18][C@H:17]3[C:22]#[N:23])=[O:15])([CH2:8][CH2:9]1)[CH2:6][CH2:5]2)=[O:3], predict the reactants needed to synthesize it. (4) Given the product [CH:1]([O:4][C:5]1[C:14]2[C:9](=[CH:10][C:11]([N:30]3[CH2:34][CH2:33][CH2:32][CH2:31]3)=[CH:12][CH:13]=2)[CH:8]=[C:7]([NH:23][C:24]2[CH:28]=[C:27]([CH3:29])[NH:26][N:25]=2)[N:6]=1)([CH3:3])[CH3:2], predict the reactants needed to synthesize it. The reactants are: [CH:1]([O:4][C:5]1[C:14]2[C:9](=[CH:10][C:11](OS(C(F)(F)F)(=O)=O)=[CH:12][CH:13]=2)[CH:8]=[C:7]([NH:23][C:24]2[CH:28]=[C:27]([CH3:29])[NH:26][N:25]=2)[N:6]=1)([CH3:3])[CH3:2].[NH:30]1[CH2:34][CH2:33][CH2:32][CH2:31]1. (5) Given the product [C:20]([O:24][C:25]([N:27]1[CH2:28][CH2:29][C:30]2([CH2:31][C:32]([CH2:19][C:13]3[C:12]([Br:11])=[CH:17][N:16]=[C:15]([Cl:18])[CH:14]=3)([OH:34])[CH2:33]2)[CH2:35][CH2:36]1)=[O:26])([CH3:23])([CH3:21])[CH3:22], predict the reactants needed to synthesize it. The reactants are: C[Si]([N-][Si](C)(C)C)(C)C.[Li+].[Br:11][C:12]1[C:13]([CH3:19])=[CH:14][C:15]([Cl:18])=[N:16][CH:17]=1.[C:20]([O:24][C:25]([N:27]1[CH2:36][CH2:35][C:30]2([CH2:33][C:32](=[O:34])[CH2:31]2)[CH2:29][CH2:28]1)=[O:26])([CH3:23])([CH3:22])[CH3:21]. (6) Given the product [Cl:24][C:25]1[CH:32]=[CH:31][CH:30]=[C:29]([Cl:33])[C:26]=1[CH:27]([OH:28])[CH2:17][C:10]1[CH:9]=[C:8]([C:7]2[N:3]([CH2:1][CH3:2])[N:4]=[C:5]([C:18]3[CH:19]=[N:20][CH:21]=[CH:22][CH:23]=3)[N:6]=2)[CH:13]=[CH:12][C:11]=1[N+:14]([O-:16])=[O:15], predict the reactants needed to synthesize it. The reactants are: [CH2:1]([N:3]1[C:7]([C:8]2[CH:13]=[CH:12][C:11]([N+:14]([O-:16])=[O:15])=[C:10]([CH3:17])[CH:9]=2)=[N:6][C:5]([C:18]2[CH:19]=[N:20][CH:21]=[CH:22][CH:23]=2)=[N:4]1)[CH3:2].[Cl:24][C:25]1[CH:32]=[CH:31][CH:30]=[C:29]([Cl:33])[C:26]=1[CH:27]=[O:28].C1CCN2C(=NCCC2)CC1. (7) Given the product [C:1]1([CH:7]([CH:11]2[CH2:16][CH2:15][N:14]([O:17][C:18]([C:20]([CH3:23])([CH3:22])[CH3:21])=[O:19])[CH2:13][CH2:12]2)[CH2:8][CH:9]=[O:10])[CH:6]=[CH:5][CH:4]=[CH:3][CH:2]=1, predict the reactants needed to synthesize it. The reactants are: [C:1]1([CH:7]([CH:11]2[CH2:16][CH2:15][N:14]([O:17][C:18]([C:20]([CH3:23])([CH3:22])[CH3:21])=[O:19])[CH2:13][CH2:12]2)[CH2:8][CH2:9][OH:10])[CH:6]=[CH:5][CH:4]=[CH:3][CH:2]=1.CC(OI1(OC(C)=O)(OC(C)=O)OC(=O)C2C=CC=CC1=2)=O.